From a dataset of Full USPTO retrosynthesis dataset with 1.9M reactions from patents (1976-2016). Predict the reactants needed to synthesize the given product. (1) Given the product [Cl:1][C:2]1[CH:3]=[C:4]2[C:9](=[CH:10][C:11]=1[N:12]1[CH2:17][C:16]3[C:18]([CH:33]4[CH2:34][CH2:35]4)=[N:19][C:20]([C:22]4[NH:26][N:25]=[CH:24][CH:23]=4)=[CH:21][C:15]=3[NH:14][C:13]1=[O:36])[O:8][CH:7]([C:37]1[C:42]([F:43])=[CH:41][CH:40]=[CH:39][N:38]=1)[CH2:6][CH2:5]2, predict the reactants needed to synthesize it. The reactants are: [Cl:1][C:2]1[CH:3]=[C:4]2[C:9](=[CH:10][C:11]=1[N:12]1[CH2:17][C:16]3[C:18]([CH:33]4[CH2:35][CH2:34]4)=[N:19][C:20]([C:22]4[N:26](C5CCCCO5)[N:25]=[CH:24][CH:23]=4)=[CH:21][C:15]=3[NH:14][C:13]1=[O:36])[O:8][CH:7]([C:37]1[C:42]([F:43])=[CH:41][CH:40]=[CH:39][N:38]=1)[CH2:6][CH2:5]2.Cl.C(=O)([O-])O.[Na+]. (2) Given the product [Br:20][C:21]1[CH:26]=[N:25][C:24]([C:27]2[CH:28]=[CH:29][C:30]([CH2:33][C@H:34]([NH:38][C:39]([C:41]3[S:42][C:43]([C:46]([CH3:49])([CH3:48])[CH3:47])=[CH:44][CH:45]=3)=[O:40])[C:35]([NH:1][C@@H:2]([C:4]([O:6][C:7]([CH3:10])([CH3:9])[CH3:8])=[O:5])[CH3:3])=[O:36])=[CH:31][CH:32]=2)=[N:23][CH:22]=1, predict the reactants needed to synthesize it. The reactants are: [NH2:1][C@@H:2]([C:4]([O:6][C:7]([CH3:10])([CH3:9])[CH3:8])=[O:5])[CH3:3].CCN(C(C)C)C(C)C.[Br:20][C:21]1[CH:22]=[N:23][C:24]([C:27]2[CH:32]=[CH:31][C:30]([CH2:33][C@H:34]([NH:38][C:39]([C:41]3[S:42][C:43]([C:46]([CH3:49])([CH3:48])[CH3:47])=[CH:44][CH:45]=3)=[O:40])[C:35](O)=[O:36])=[CH:29][CH:28]=2)=[N:25][CH:26]=1.CN(C(ON1N=NC2C=CC=NC1=2)=[N+](C)C)C.F[P-](F)(F)(F)(F)F. (3) The reactants are: [C:1]([OH:13])(=O)/[CH:2]=[CH:3]/[CH:4]=[CH:5]/[CH2:6][CH2:7][C:8]#[C:9][C:10]#[CH:11].Cl.C(N=C=NCCCN(C)C)C.O.N1(O)C2C=CC=CC=2N=N1.[C:37]1([CH2:43][CH2:44][NH2:45])[CH:42]=[CH:41][CH:40]=[CH:39][CH:38]=1. Given the product [CH2:44]([NH:45][C:1](=[O:13])/[CH:2]=[CH:3]/[CH:4]=[CH:5]/[CH2:6][CH2:7][C:8]#[C:9][C:10]#[CH:11])[CH2:43][C:37]1[CH:42]=[CH:41][CH:40]=[CH:39][CH:38]=1, predict the reactants needed to synthesize it. (4) Given the product [CH:1]([N:14]1[C:22]2[C:17](=[CH:18][C:19]([Cl:23])=[CH:20][CH:21]=2)[C:16]([CH2:24][CH2:25][O:26][C:27]2[CH:28]=[CH:29][C:30]([C:31]([OH:33])=[O:32])=[CH:34][CH:35]=2)=[C:15]1[CH2:36][CH2:37][NH:38][S:39]([C:42]1[CH:51]=[CH:52][C:53]2[C:58](=[CH:57][CH:56]=[CH:55][CH:54]=2)[CH:49]=1)(=[O:40])=[O:41])([C:8]1[CH:9]=[CH:10][CH:11]=[CH:12][CH:13]=1)[C:2]1[CH:7]=[CH:6][CH:5]=[CH:4][CH:3]=1, predict the reactants needed to synthesize it. The reactants are: [CH:1]([N:14]1[C:22]2[C:17](=[CH:18][C:19]([Cl:23])=[CH:20][CH:21]=2)[C:16]([CH2:24][CH2:25][O:26][C:27]2[CH:35]=[CH:34][C:30]([C:31]([OH:33])=[O:32])=[CH:29][CH:28]=2)=[C:15]1[CH2:36][CH2:37][NH:38][S:39]([CH2:42]C1C=CC=CC=1)(=[O:41])=[O:40])([C:8]1[CH:13]=[CH:12][CH:11]=[CH:10][CH:9]=1)[C:2]1[CH:7]=[CH:6][CH:5]=[CH:4][CH:3]=1.[CH:49]1[C:58]2[C:53](=[CH:54][CH:55]=[CH:56][CH:57]=2)[CH:52]=[CH:51]C=1S(Cl)(=O)=O.